This data is from Reaction yield outcomes from USPTO patents with 853,638 reactions. The task is: Predict the reaction yield, written as a fraction of the theoretical maximum amount of product (1.0 means a 100% yield; for example, 0.34 means a 34% yield). (1) The reactants are [Cl:1][C:2]1[CH:11]=[C:10]([CH2:12][OH:13])[CH:9]=[CH:8][C:3]=1[C:4]([O:6][CH3:7])=[O:5]. The catalyst is ClCCl.[O-2].[Mn+2]. The product is [Cl:1][C:2]1[CH:11]=[C:10]([CH:12]=[O:13])[CH:9]=[CH:8][C:3]=1[C:4]([O:6][CH3:7])=[O:5]. The yield is 0.610. (2) The reactants are [C:1]([O:5][C:6]([N:8]1[CH2:13][CH2:12][CH:11]([N:14]([CH:25]2[CH2:30][CH2:29][CH:28]([CH3:31])[CH2:27][CH2:26]2)[C:15]([NH:17][C:18]2[S:19][C:20]([CH:23]=O)=[CH:21][N:22]=2)=[O:16])[CH2:10][CH2:9]1)=[O:7])([CH3:4])([CH3:3])[CH3:2].Cl.[CH3:33][O:34][C:35](=[O:45])[CH2:36][C:37](=[O:44])[N:38]1[CH2:43][CH2:42][NH:41][CH2:40][CH2:39]1.C(O[BH-](OC(=O)C)OC(=O)C)(=O)C.[Na+]. No catalyst specified. The product is [C:1]([O:5][C:6]([N:8]1[CH2:13][CH2:12][CH:11]([N:14]([CH:25]2[CH2:30][CH2:29][CH:28]([CH3:31])[CH2:27][CH2:26]2)[C:15]([NH:17][C:18]2[S:19][C:20]([CH2:23][N:41]3[CH2:40][CH2:39][N:38]([C:37](=[O:44])[CH2:36][C:35]([O:34][CH3:33])=[O:45])[CH2:43][CH2:42]3)=[CH:21][N:22]=2)=[O:16])[CH2:10][CH2:9]1)=[O:7])([CH3:4])([CH3:3])[CH3:2]. The yield is 0.250.